From a dataset of Catalyst prediction with 721,799 reactions and 888 catalyst types from USPTO. Predict which catalyst facilitates the given reaction. (1) Reactant: [NH2:1][C:2]1[CH:10]=[CH:9][C:8]([Cl:11])=[CH:7][C:3]=1[C:4]([OH:6])=[O:5].CN(C)C=O.[Br:17]N1C(=O)CCC1=O. Product: [NH2:1][C:2]1[C:10]([Br:17])=[CH:9][C:8]([Cl:11])=[CH:7][C:3]=1[C:4]([OH:6])=[O:5]. The catalyst class is: 6. (2) Reactant: [F:1][C:2]1[CH:7]=[C:6]([I:8])[CH:5]=[CH:4][C:3]=1[N:9]1[C:14]2[N:15]([CH3:31])[C:16](=[O:30])[C:17]([CH3:29])=[C:18]([NH:19][C:20]3[CH:21]=[C:22]([CH:26]=[CH:27][CH:28]=3)[C:23]([OH:25])=O)[C:13]=2[C:12](=[O:32])[N:11]([CH2:33][C:34]2[CH:39]=[CH:38][C:37]([O:40][CH3:41])=[CH:36][CH:35]=2)[C:10]1=[O:42].CCN=C=NCCCN(C)C.Cl.C1C=CC2N(O)N=NC=2C=1.CCN(C(C)C)C(C)C.Cl.[NH:75]1[CH2:79][CH2:78][CH:77]([OH:80])[CH2:76]1. Product: [F:1][C:2]1[CH:7]=[C:6]([I:8])[CH:5]=[CH:4][C:3]=1[N:9]1[C:14]2[N:15]([CH3:31])[C:16](=[O:30])[C:17]([CH3:29])=[C:18]([NH:19][C:20]3[CH:28]=[CH:27][CH:26]=[C:22]([C:23]([N:75]4[CH2:79][CH2:78][CH:77]([OH:80])[CH2:76]4)=[O:25])[CH:21]=3)[C:13]=2[C:12](=[O:32])[N:11]([CH2:33][C:34]2[CH:35]=[CH:36][C:37]([O:40][CH3:41])=[CH:38][CH:39]=2)[C:10]1=[O:42]. The catalyst class is: 1. (3) Reactant: Cl[C:2]1[N:3]([CH2:10][C:11]2[CH:18]=[CH:17][CH:16]=[CH:15][C:12]=2[C:13]#[N:14])[C:4](=[O:9])[C:5]([F:8])=[CH:6][N:7]=1.Cl.Cl.[NH2:21][C@@H:22]1[CH2:27][CH2:26][CH2:25][NH:24][CH2:23]1.C(=O)(O)[O-].[Na+]. Product: [NH2:21][C@@H:22]1[CH2:27][CH2:26][CH2:25][N:24]([C:2]2[N:3]([CH2:10][C:11]3[CH:18]=[CH:17][CH:16]=[CH:15][C:12]=3[C:13]#[N:14])[C:4](=[O:9])[C:5]([F:8])=[CH:6][N:7]=2)[CH2:23]1. The catalyst class is: 653. (4) Reactant: Br[C:2]1[CH:7]=[C:6]([CH3:8])[C:5](Br)=[CH:4][C:3]=1[CH3:10].[C:11]1(B(O)O)[CH:16]=[CH:15][CH:14]=[CH:13][CH:12]=1.C([O-])([O-])=O.[Na+].[Na+].[CH3:26][CH2:27]O. The catalyst class is: 206. Product: [C:11]1([C:2]2[CH:7]=[C:6]([CH3:8])[C:5]([C:27]3[CH:26]=[CH:4][CH:3]=[CH:2][CH:7]=3)=[CH:4][C:3]=2[CH3:10])[CH:16]=[CH:15][CH:14]=[CH:13][CH:12]=1. (5) Reactant: [CH2:1]([O:3][C:4](=[O:37])[CH2:5][C:6]1[CH:11]=[CH:10][CH:9]=[C:8]([O:12][C:13]2[CH:18]=[CH:17][C:16]([N+:19]([O-])=O)=[CH:15][C:14]=2[CH2:22][N:23]([C:33]([O:35][CH3:36])=[O:34])[C@@H:24]([CH3:32])[CH2:25][C:26]2[CH:31]=[CH:30][CH:29]=[CH:28][CH:27]=2)[CH:7]=1)[CH3:2]. Product: [CH2:1]([O:3][C:4](=[O:37])[CH2:5][C:6]1[CH:11]=[CH:10][CH:9]=[C:8]([O:12][C:13]2[CH:18]=[CH:17][C:16]([NH2:19])=[CH:15][C:14]=2[CH2:22][N:23]([C:33]([O:35][CH3:36])=[O:34])[C@@H:24]([CH3:32])[CH2:25][C:26]2[CH:27]=[CH:28][CH:29]=[CH:30][CH:31]=2)[CH:7]=1)[CH3:2]. The catalyst class is: 256.